From a dataset of Full USPTO retrosynthesis dataset with 1.9M reactions from patents (1976-2016). Predict the reactants needed to synthesize the given product. (1) Given the product [C:23]1([N:18]([C:19]([O:21][CH3:22])=[O:20])[NH:17][C:15]([C:14]2[C:13]3[C:8](=[CH:9][CH:10]=[CH:11][CH:12]=3)[N:7]=[C:6]([C:29]3[CH:34]=[CH:33][CH:32]=[CH:31][CH:30]=3)[C:5]=2[CH2:4][N:1]2[CH:36]=[C:35]([C:37]3[CH:42]=[CH:41][CH:40]=[CH:39][N:38]=3)[N:3]=[N:2]2)=[O:16])[CH:24]=[CH:25][CH:26]=[CH:27][CH:28]=1, predict the reactants needed to synthesize it. The reactants are: [N:1]([CH2:4][C:5]1[C:6]([C:29]2[CH:34]=[CH:33][CH:32]=[CH:31][CH:30]=2)=[N:7][C:8]2[C:13]([C:14]=1[C:15]([NH:17][N:18]([C:23]1[CH:28]=[CH:27][CH:26]=[CH:25][CH:24]=1)[C:19]([O:21][CH3:22])=[O:20])=[O:16])=[CH:12][CH:11]=[CH:10][CH:9]=2)=[N+:2]=[N-:3].[C:35]([C:37]1[CH:42]=[CH:41][CH:40]=[CH:39][N:38]=1)#[CH:36].O=C1O[C@H]([C@H](CO)O)C([O-])=C1O.[Na+]. (2) Given the product [CH3:9][O:10][C:11]1[CH:16]=[CH:15][CH:14]=[CH:13][C:12]=1[C:2]1[CH:7]=[CH:6][C:5]([CH3:8])=[CH:4][CH:3]=1, predict the reactants needed to synthesize it. The reactants are: Br[C:2]1[CH:7]=[CH:6][C:5]([CH3:8])=[CH:4][CH:3]=1.[CH3:9][O:10][C:11]1[CH:16]=[CH:15][CH:14]=[CH:13][C:12]=1B(O)O.[Br-].C([NH3+])CCC.C([O-])([O-])=O.[Na+].[Na+]. (3) Given the product [Br:1][C:2]1[CH:7]=[CH:6][C:5]2[N:8]([C:16]([O:18][CH2:19][CH:20]([CH3:22])[CH3:21])=[O:17])[C:12]([CH2:11][F:10])=[N:9][C:4]=2[CH:3]=1, predict the reactants needed to synthesize it. The reactants are: [Br:1][C:2]1[CH:3]=[C:4]([NH2:9])[C:5]([NH2:8])=[CH:6][CH:7]=1.[F:10][CH2:11][C:12](O)=O.Cl[C:16]([O:18][CH2:19][CH:20]([CH3:22])[CH3:21])=[O:17].